From a dataset of Reaction yield outcomes from USPTO patents with 853,638 reactions. Predict the reaction yield, written as a fraction of the theoretical maximum amount of product (1.0 means a 100% yield; for example, 0.34 means a 34% yield). (1) The reactants are [Cl:1][C:2]1[C:3]([CH3:11])=[CH:4][C:5]([N:8]=[C:9]=S)=[N:6][CH:7]=1.C(N(CC)CC)C.Cl.Cl.[NH2:21][CH2:22][C@@:23]1([OH:31])[CH:28]2[CH2:29][CH2:30][N:25]([CH2:26][CH2:27]2)[CH2:24]1.C(N=C=NC(C)C)(C)C. The catalyst is CN(C)C=O. The product is [Cl:1][C:2]1[C:3]([CH3:11])=[CH:4][C:5]([NH:8][C:9]2[O:31][C@:23]3([CH2:22][N:21]=2)[CH:28]2[CH2:29][CH2:30][N:25]([CH2:26][CH2:27]2)[CH2:24]3)=[N:6][CH:7]=1. The yield is 0.303. (2) The reactants are [CH2:1]([CH:8]1[CH2:13][CH2:12][N:11]([CH:14]([CH3:21])[CH2:15][C:16](OCC)=[O:17])[CH2:10][CH2:9]1)[C:2]1[CH:7]=[CH:6][CH:5]=[CH:4][CH:3]=1.C(C1CCNCC1)C1C=CC=CC=1.C(OCC)(=O)/C=C/C. The catalyst is C(O)(C)C. The product is [CH2:1]([CH:8]1[CH2:9][CH2:10][N:11]([CH:14]([CH3:21])[CH2:15][CH2:16][OH:17])[CH2:12][CH2:13]1)[C:2]1[CH:7]=[CH:6][CH:5]=[CH:4][CH:3]=1. The yield is 0.740. (3) The reactants are [NH2:1][C:2]1[N:6]([C:7]2[C:8]([F:18])=[CH:9][C:10]([CH3:17])=[C:11]([S:13](Cl)(=O)=O)[CH:12]=2)[N:5]=[C:4]([C:19]([F:22])([F:21])[F:20])[N:3]=1.C(O)C.Cl.O. The catalyst is [Zn].C(OCC)(=O)C. The product is [NH2:1][C:2]1[N:6]([C:7]2[C:8]([F:18])=[CH:9][C:10]([CH3:17])=[C:11]([SH:13])[CH:12]=2)[N:5]=[C:4]([C:19]([F:22])([F:21])[F:20])[N:3]=1. The yield is 1.00. (4) The reactants are CI.[CH3:3][O:4][C:5]1[CH:10]=[CH:9][C:8]([CH2:11][N:12]2[C:20]3[CH:19]=[CH:18][CH:17]=[C:16]([NH:21][C:22]4[CH:27]=[CH:26][N:25]=[C:24]([S:28][CH3:29])[N:23]=4)[C:15]=3[C:14]([CH3:30])=[N:13]2)=[CH:7][CH:6]=1.[C:31](=O)([O-])[O-].[Cs+].[Cs+]. The catalyst is C(#N)C. The product is [CH3:3][O:4][C:5]1[CH:10]=[CH:9][C:8]([CH2:11][N:12]2[C:20]3[CH:19]=[CH:18][CH:17]=[C:16]([N:21]([CH3:31])[C:22]4[CH:27]=[CH:26][N:25]=[C:24]([S:28][CH3:29])[N:23]=4)[C:15]=3[C:14]([CH3:30])=[N:13]2)=[CH:7][CH:6]=1. The yield is 0.670. (5) The reactants are [F:1][C:2]1[C:15]([CH3:16])=[CH:14][C:5]([O:6][CH2:7][C:8]([O:10]C(C)C)=[O:9])=[C:4]([CH3:17])[C:3]=1[NH:18][CH2:19][C:20]1[CH:25]=[C:24]([C:26]2[CH:31]=[CH:30][CH:29]=[C:28]([F:32])[CH:27]=2)[CH:23]=[CH:22][C:21]=1[F:33].[Li+].[OH-].O. The catalyst is C1COCC1. The product is [F:1][C:2]1[C:15]([CH3:16])=[CH:14][C:5]([O:6][CH2:7][C:8]([OH:10])=[O:9])=[C:4]([CH3:17])[C:3]=1[NH:18][CH2:19][C:20]1[CH:25]=[C:24]([C:26]2[CH:31]=[CH:30][CH:29]=[C:28]([F:32])[CH:27]=2)[CH:23]=[CH:22][C:21]=1[F:33]. The yield is 0.720. (6) The reactants are [F:1][C:2]1[CH:7]=[CH:6][C:5]([N+:8]([O-:10])=[O:9])=[CH:4][C:3]=1[N:11]=[C:12]=[O:13].[CH3:14][Si:15]([CH3:20])([CH3:19])[CH2:16][CH2:17][OH:18]. The catalyst is C1COCC1. The product is [CH3:14][Si:15]([CH3:20])([CH3:19])[CH2:16][CH2:17][O:18][C:12](=[O:13])[NH:11][C:3]1[CH:4]=[C:5]([N+:8]([O-:10])=[O:9])[CH:6]=[CH:7][C:2]=1[F:1]. The yield is 0.770. (7) The reactants are [OH:1][C:2]1[C:11]2[C:10]([CH3:13])([CH3:12])[CH2:9][CH2:8][C:7]([CH3:15])([CH3:14])[C:6]=2[CH:5]=[C:4]([Se:16][C:17]#[C:18][C:19]2[CH:28]=[CH:27][C:22]([C:23]([O:25][CH3:26])=[O:24])=[CH:21][CH:20]=2)[CH:3]=1.C(=O)([O-])[O-].[K+].[K+].[F:35][C:36]1[CH:43]=[CH:42][C:39]([CH2:40]Br)=[CH:38][CH:37]=1. No catalyst specified. The product is [CH3:13][C:10]1([CH3:12])[CH2:9][CH2:8][C:7]([CH3:14])([CH3:15])[C:6]2[CH:5]=[C:4]([Se:16][C:17]#[C:18][C:19]3[CH:28]=[CH:27][C:22]([C:23]([O:25][CH3:26])=[O:24])=[CH:21][CH:20]=3)[CH:3]=[C:2]([O:1][CH2:40][C:39]3[CH:42]=[CH:43][C:36]([F:35])=[CH:37][CH:38]=3)[C:11]1=2. The yield is 0.930. (8) The reactants are [C:1]1([OH:7])[CH:6]=[CH:5][CH:4]=[CH:3][CH:2]=1.CC(C)([O-])C.[K+].I[C:15]1[CH:16]=[CH:17][C:18]2[N:19]([CH:21]=[C:22]([NH:24][C:25]([CH:27]3[CH2:29][CH2:28]3)=[O:26])[N:23]=2)[N:20]=1.C(=O)([O-])[O-].[K+].[K+]. The catalyst is CN(C)C=O. The product is [O:7]([C:15]1[CH:16]=[CH:17][C:18]2[N:19]([CH:21]=[C:22]([NH:24][C:25]([CH:27]3[CH2:28][CH2:29]3)=[O:26])[N:23]=2)[N:20]=1)[C:1]1[CH:6]=[CH:5][CH:4]=[CH:3][CH:2]=1. The yield is 0.540. (9) The reactants are [Br:1][C:2]1[CH:7]=[CH:6][N:5]=[C:4]([NH2:8])[CH:3]=1.N1[CH:14]=[CH:13][CH:12]=[CH:11][CH:10]=1.[OH2:15]. The catalyst is ClCCl. The product is [Br:1][C:2]1[CH:7]=[CH:6][N:5]=[C:4]([NH:8][C:10](=[O:15])[CH2:11][CH:12]2[CH2:14][CH2:13]2)[CH:3]=1. The yield is 0.500.